Dataset: Forward reaction prediction with 1.9M reactions from USPTO patents (1976-2016). Task: Predict the product of the given reaction. (1) Given the reactants [Cl:1][C:2]1[CH:23]=[CH:22][C:5]([O:6][C:7]2[C:12](=[O:13])[NH:11][C:10]([C:14](=[N:16][OH:17])[NH2:15])=[N:9][C:8]=2[C:18]([F:21])([F:20])[F:19])=[CH:4][C:3]=1[C:24]([F:27])([F:26])[F:25].[CH:28](OC)(OC)OC, predict the reaction product. The product is: [Cl:1][C:2]1[CH:23]=[CH:22][C:5]([O:6][C:7]2[C:12](=[O:13])[NH:11][C:10]([C:14]3[N:15]=[CH:28][O:17][N:16]=3)=[N:9][C:8]=2[C:18]([F:21])([F:19])[F:20])=[CH:4][C:3]=1[C:24]([F:25])([F:27])[F:26]. (2) Given the reactants [NH2:1][C:2]1[O:15][C:14]2[C:13]3[C:8](=[CH:9][CH:10]=[CH:11][CH:12]=3)[C:7](Cl)=[N:6][C:5]=2[CH:4]([C:17]2[CH:22]=[C:21]([O:23][CH3:24])[C:20]([O:25][CH3:26])=[C:19]([Br:27])[CH:18]=2)[C:3]=1[C:28]#[N:29].[CH2:30]([N:32](CC)CC)C.CN, predict the reaction product. The product is: [NH2:1][C:2]1[O:15][C:14]2[C:13]3[C:8](=[CH:9][CH:10]=[CH:11][CH:12]=3)[C:7]([NH:32][CH3:30])=[N:6][C:5]=2[CH:4]([C:17]2[CH:22]=[C:21]([O:23][CH3:24])[C:20]([O:25][CH3:26])=[C:19]([Br:27])[CH:18]=2)[C:3]=1[C:28]#[N:29]. (3) Given the reactants [Cl:1][C:2]1[CH:8]=[C:7]([O:9][C:10]2[C:11]3[N:18]([CH3:19])[CH:17]=[CH:16][C:12]=3[N:13]=[CH:14][N:15]=2)[CH:6]=[CH:5][C:3]=1[NH2:4].N1C=CC=CC=1.Cl[C:27](OC1C=CC=CC=1)=[O:28].[NH2:36][C:37]1[CH:46]=[C:45]2[C:40]([CH2:41][CH2:42][CH2:43][C:44]2([C:48]([F:51])([F:50])[F:49])[OH:47])=[CH:39][CH:38]=1, predict the reaction product. The product is: [Cl:1][C:2]1[CH:8]=[C:7]([O:9][C:10]2[C:11]3[N:18]([CH3:19])[CH:17]=[CH:16][C:12]=3[N:13]=[CH:14][N:15]=2)[CH:6]=[CH:5][C:3]=1[NH:4][C:27]([NH:36][C:37]1[CH:38]=[CH:39][C:40]2[CH2:41][CH2:42][CH2:43][C:44]([OH:47])([C:48]([F:49])([F:50])[F:51])[C:45]=2[CH:46]=1)=[O:28]. (4) Given the reactants [CH3:1][O:2][C:3]1[CH:4]=[C:5]([NH:11][C:12]2[N:17]=[C:16]([N:18]3[C:22]([CH3:23])=[CH:21][C:20]([C:24]([F:27])([F:26])[F:25])=[N:19]3)[C:15]([C:28]3[CH:29]=[C:30]([C:34](O)=[O:35])[CH:31]=[N:32][CH:33]=3)=[CH:14][N:13]=2)[CH:6]=[C:7]([O:9][CH3:10])[CH:8]=1.CCN(CC)CC.CN(C(ON1N=NC2C=CC=CC1=2)=[N+](C)C)C.[B-](F)(F)(F)F.C1C=CC2N(O)N=NC=2C=1.[CH2:76]([CH2:78][NH2:79])[OH:77], predict the reaction product. The product is: [CH3:1][O:2][C:3]1[CH:4]=[C:5]([NH:11][C:12]2[N:17]=[C:16]([N:18]3[C:22]([CH3:23])=[CH:21][C:20]([C:24]([F:25])([F:27])[F:26])=[N:19]3)[C:15]([C:28]3[CH:29]=[C:30]([C:34]([NH:79][CH2:78][CH2:76][OH:77])=[O:35])[CH:31]=[N:32][CH:33]=3)=[CH:14][N:13]=2)[CH:6]=[C:7]([O:9][CH3:10])[CH:8]=1. (5) Given the reactants [C:1]([NH2:4])(=[S:3])[CH3:2].Br[CH:6]([C:12](OCC)=[O:13])[C:7]([O:9][CH2:10][CH3:11])=[O:8], predict the reaction product. The product is: [CH2:10]([O:9][C:7]([C:6]1[S:3][C:1]([CH3:2])=[N:4][C:12]=1[OH:13])=[O:8])[CH3:11].